Dataset: Reaction yield outcomes from USPTO patents with 853,638 reactions. Task: Predict the reaction yield, written as a fraction of the theoretical maximum amount of product (1.0 means a 100% yield; for example, 0.34 means a 34% yield). (1) The reactants are [CH2:1]([O:5][C:6]1[C:15]([O:16][CH3:17])=[CH:14][C:9]([C:10]([O:12]C)=[O:11])=[CH:8][C:7]=1[O:18][CH3:19])[CH2:2][CH2:3][CH3:4]. The catalyst is [OH-].[K+].CO. The product is [CH2:1]([O:5][C:6]1[C:15]([O:16][CH3:17])=[CH:14][C:9]([C:10]([OH:12])=[O:11])=[CH:8][C:7]=1[O:18][CH3:19])[CH2:2][CH2:3][CH3:4]. The yield is 0.780. (2) The reactants are [C:1]([CH:3]1[CH2:8][CH2:7][N:6]([C:9]([O:11][CH2:12][C:13]2[CH:18]=[CH:17][CH:16]=[CH:15][CH:14]=2)=[O:10])[CH2:5][CH2:4]1)#[N:2].Cl[CH2:20][O:21][CH2:22][CH2:23][Cl:24].[Li+].C[Si]([N-][Si](C)(C)C)(C)C. The catalyst is C1COCC1. The product is [Cl:24][CH2:23][CH2:22][O:21][CH2:20][C:3]1([C:1]#[N:2])[CH2:8][CH2:7][N:6]([C:9]([O:11][CH2:12][C:13]2[CH:14]=[CH:15][CH:16]=[CH:17][CH:18]=2)=[O:10])[CH2:5][CH2:4]1. The yield is 0.860. (3) The reactants are [CH3:1][O:2][C:3](=[O:22])[C:4]1[CH:9]=[CH:8][C:7]([C:10]([CH:12]2[C:17](=[O:18])[O:16][C:15]([CH3:20])([CH3:19])[O:14][C:13]2=[O:21])=O)=[CH:6][CH:5]=1.CC(O)=O.[BH4-].[Na+]. The catalyst is C(Cl)Cl.CCOCC. The product is [CH3:1][O:2][C:3](=[O:22])[C:4]1[CH:5]=[CH:6][C:7]([CH2:10][CH:12]2[C:13](=[O:21])[O:14][C:15]([CH3:19])([CH3:20])[O:16][C:17]2=[O:18])=[CH:8][CH:9]=1. The yield is 0.600. (4) The reactants are [Cl:1][C:2]1[CH:7]=[C:6]([O:8][C:9]2[CH:14]=[CH:13][C:12]([NH:15][C:16](=[O:25])[C:17]3[C:22]([F:23])=[CH:21][CH:20]=[CH:19][C:18]=3[F:24])=[CH:11][C:10]=2[F:26])[CH:5]=[CH:4][N:3]=1.[CH3:27][N:28]([CH3:33])[CH2:29][CH2:30][CH2:31][NH2:32].C([O-])([O-])=O.[Cs+].[Cs+].CC(C)(C(=O)CC(=O)C(C)(C)C)C. The catalyst is CN1C(=O)CCC1. The product is [ClH:1].[CH3:27][N:28]([CH3:33])[CH2:29][CH2:30][CH2:31][NH:32][C:2]1[CH:7]=[C:6]([O:8][C:9]2[CH:14]=[CH:13][C:12]([NH:15][C:16](=[O:25])[C:17]3[C:22]([F:23])=[CH:21][CH:20]=[CH:19][C:18]=3[F:24])=[CH:11][C:10]=2[F:26])[CH:5]=[CH:4][N:3]=1. The yield is 0.0700.